Dataset: Forward reaction prediction with 1.9M reactions from USPTO patents (1976-2016). Task: Predict the product of the given reaction. (1) Given the reactants [Cl:1][C:2]1[CH:27]=[CH:26][C:5]([CH2:6][N:7]2[C:16]3[C:11](=[CH:12][CH:13]=[CH:14][CH:15]=3)[C:10]([CH:17]=[C:18]3[S:22][C:21](=[O:23])[NH:20][C:19]3=[O:24])=[CH:9][C:8]2=[O:25])=[CH:4][CH:3]=1.CC1NC(C)=C(C(OCC)=O)CC=1C(OCC)=O, predict the reaction product. The product is: [Cl:1][C:2]1[CH:3]=[CH:4][C:5]([CH2:6][N:7]2[C:16]3[C:11](=[CH:12][CH:13]=[CH:14][CH:15]=3)[C:10]([CH2:17][CH:18]3[S:22][C:21](=[O:23])[NH:20][C:19]3=[O:24])=[CH:9][C:8]2=[O:25])=[CH:26][CH:27]=1. (2) Given the reactants Cl.Cl[CH2:3][CH2:4][N:5]1[CH2:9][CH2:8][CH2:7][CH2:6]1.[Cl:10][C:11]1[CH:30]=[CH:29][C:14]([NH:15][C:16]2[C:25]3[C:20](=[CH:21][C:22]([OH:28])=[C:23]([O:26][CH3:27])[CH:24]=3)[N:19]=[CH:18][N:17]=2)=[C:13]([F:31])[CH:12]=1.C(=O)([O-])[O-].[K+].[K+], predict the reaction product. The product is: [Cl:10][C:11]1[CH:30]=[CH:29][C:14]([NH:15][C:16]2[C:25]3[C:20](=[CH:21][C:22]([O:28][CH2:3][CH2:4][N:5]4[CH2:9][CH2:8][CH2:7][CH2:6]4)=[C:23]([O:26][CH3:27])[CH:24]=3)[N:19]=[CH:18][N:17]=2)=[C:13]([F:31])[CH:12]=1. (3) Given the reactants Br[C:2]1[C:3]2[C:4]3[CH:17]=[CH:16][S:15][C:5]=3[C:6](=[O:14])[NH:7][C:8]=2[CH:9]=[CH:10][C:11]=1[O:12][CH3:13].CC1(C)C(C)(C)OB([C:26]2[CH:31]=[CH:30][C:29]([N:32]3[CH2:37][CH2:36][N:35]([C:38]([O:40][C:41]([CH3:44])([CH3:43])[CH3:42])=[O:39])[CH2:34][CH2:33]3)=[CH:28][CH:27]=2)O1, predict the reaction product. The product is: [CH3:13][O:12][C:11]1[CH:10]=[CH:9][C:8]2[NH:7][C:6](=[O:14])[C:5]3[S:15][CH:16]=[CH:17][C:4]=3[C:3]=2[C:2]=1[C:26]1[CH:27]=[CH:28][C:29]([N:32]2[CH2:33][CH2:34][N:35]([C:38]([O:40][C:41]([CH3:44])([CH3:43])[CH3:42])=[O:39])[CH2:36][CH2:37]2)=[CH:30][CH:31]=1. (4) Given the reactants [CH3:1][NH:2][S:3]([CH2:6][CH3:7])(=[O:5])=[O:4].[CH3:8][Si:9]([CH3:16])([CH3:15])N[Si:9]([CH3:16])([CH3:15])[CH3:8].[Cl-].[NH4+], predict the reaction product. The product is: [CH3:1][N:2]([Si:9]([CH3:16])([CH3:15])[CH3:8])[S:3]([CH2:6][CH3:7])(=[O:5])=[O:4]. (5) Given the reactants [CH2:1]([C:4]1[CH:12]=[CH:11][C:7]([C:8]([OH:10])=[O:9])=[CH:6][CH:5]=1)[C:2]#[CH:3].Br[C:14]1[C:15]([NH:22][CH2:23][C:24]([CH3:27])([CH3:26])[CH3:25])=[N:16][C:17]([C:20]#[N:21])=[N:18][CH:19]=1.C(N(CC)CC)C.[Cl-].[NH4+], predict the reaction product. The product is: [C:20]([C:17]1[N:18]=[CH:19][C:14]2[CH:3]=[C:2]([CH2:1][C:4]3[CH:12]=[CH:11][C:7]([C:8]([OH:10])=[O:9])=[CH:6][CH:5]=3)[N:22]([CH2:23][C:24]([CH3:27])([CH3:26])[CH3:25])[C:15]=2[N:16]=1)#[N:21]. (6) Given the reactants [CH2:1]([O:3][C:4]([C:6]1[NH:7][C:8]([CH3:21])=[C:9]([C:12]2[CH:17]=[CH:16][C:15]([C:18]([OH:20])=O)=[CH:14][CH:13]=2)[C:10]=1[CH3:11])=[O:5])[CH3:2].C(Cl)(=O)C(Cl)=O.[Br:28][C:29]1[CH:34]=[CH:33][CH:32]=[CH:31][C:30]=1[NH2:35].C(=O)(O)[O-].[Na+], predict the reaction product. The product is: [CH2:1]([O:3][C:4]([C:6]1[NH:7][C:8]([CH3:21])=[C:9]([C:12]2[CH:13]=[CH:14][C:15]([C:18](=[O:20])[NH:35][C:30]3[CH:31]=[CH:32][CH:33]=[CH:34][C:29]=3[Br:28])=[CH:16][CH:17]=2)[C:10]=1[CH3:11])=[O:5])[CH3:2]. (7) The product is: [C:22]([O:21][C:19](=[O:20])[NH:18][C:14]1[C:13]([C:9]2[N:10]([CH2:11][CH3:12])[C:3]3[C:2]([Br:1])=[CH:7][N:6]=[CH:5][C:4]=3[N:8]=2)=[N:17][O:16][N:15]=1)([CH3:25])([CH3:24])[CH3:23]. Given the reactants [Br:1][C:2]1[C:3]2[N:10]([CH2:11][CH3:12])[C:9]([CH:13]3[NH:17][O:16][NH:15][CH:14]3[NH2:18])=[N:8][C:4]=2[CH:5]=[N:6][CH:7]=1.[C:19](O[C:19]([O:21][C:22]([CH3:25])([CH3:24])[CH3:23])=[O:20])([O:21][C:22]([CH3:25])([CH3:24])[CH3:23])=[O:20], predict the reaction product. (8) The product is: [ClH:27].[CH2:1]([S:8]([NH:11][C:12]([CH:14]1[CH2:19][CH2:18][NH:17][CH2:16][CH2:15]1)=[O:13])(=[O:9])=[O:10])[C:2]1[CH:3]=[CH:4][CH:5]=[CH:6][CH:7]=1. Given the reactants [CH2:1]([S:8]([NH:11][C:12]([CH:14]1[CH2:19][CH2:18][N:17](C(OC(C)(C)C)=O)[CH2:16][CH2:15]1)=[O:13])(=[O:10])=[O:9])[C:2]1[CH:7]=[CH:6][CH:5]=[CH:4][CH:3]=1.[ClH:27].O1CCOCC1, predict the reaction product. (9) Given the reactants [CH3:1][O:2][C:3]1[N:12]=[C:11]2[C:6]([CH:7]=[C:8]([C:14]([OH:16])=O)[C:9](=[O:13])[NH:10]2)=[CH:5][CH:4]=1.[CH3:17][O:18][C:19](=[O:28])[C:20]1[CH:25]=[CH:24][C:23]([Cl:26])=[C:22]([NH2:27])[CH:21]=1.CN(C(ON1N=NC2C=CC=NC1=2)=[N+](C)C)C.F[P-](F)(F)(F)(F)F.C(N(CC)CC)C, predict the reaction product. The product is: [CH3:17][O:18][C:19](=[O:28])[C:20]1[CH:25]=[CH:24][C:23]([Cl:26])=[C:22]([NH:27][C:14]([C:8]2[C:9](=[O:13])[NH:10][C:11]3[C:6]([CH:7]=2)=[CH:5][CH:4]=[C:3]([O:2][CH3:1])[N:12]=3)=[O:16])[CH:21]=1. (10) Given the reactants [NH2:1][C:2]1[C:10]2[C:5](=[N:6][C:7]([N:17]3[CH2:22][CH2:21][O:20][CH2:19][CH2:18]3)=[C:8]3[CH2:14][O:13][C:12]([CH3:16])([CH3:15])[CH2:11][C:9]3=2)[S:4][C:3]=1[C:23]([NH2:25])=[O:24].O.[C:27]1(C)C=CC(S(O)(=O)=O)=CC=1, predict the reaction product. The product is: [CH3:15][C:12]1([CH3:16])[O:13][CH2:14][C:8]2=[C:7]([N:17]3[CH2:22][CH2:21][O:20][CH2:19][CH2:18]3)[N:6]=[C:5]3[S:4][C:3]4[C:23](=[O:24])[NH:25][CH:27]=[N:1][C:2]=4[C:10]3=[C:9]2[CH2:11]1.